The task is: Predict the reaction yield, written as a fraction of the theoretical maximum amount of product (1.0 means a 100% yield; for example, 0.34 means a 34% yield).. This data is from Reaction yield outcomes from USPTO patents with 853,638 reactions. (1) The reactants are [CH:1]([C:4]1[N:5]=[C:6]([NH2:9])[S:7][CH:8]=1)([CH3:3])[CH3:2].[CH:10]1[N:14]=[CH:13][N:12]([C:15](N2C=NC=C2)=[S:16])[CH:11]=1. The catalyst is C(#N)C. The product is [CH:1]([C:4]1[N:5]=[C:6]([NH:9][C:15]([N:12]2[CH:11]=[CH:10][N:14]=[CH:13]2)=[S:16])[S:7][CH:8]=1)([CH3:3])[CH3:2]. The yield is 0.553. (2) The product is [CH:1]1([C:7]2[C:15]3[CH:14]=[CH:13][C:12]([C:16]([OH:18])=[O:17])=[CH:11][C:10]=3[N:9]3[CH2:20][CH2:21][CH2:22][N:23]4[CH:27]=[CH:26][CH:25]=[C:24]4[C:8]=23)[CH2:6][CH2:5][CH2:4][CH2:3][CH2:2]1. The reactants are [CH:1]1([C:7]2[C:15]3[CH:14]=[CH:13][C:12]([C:16]([O:18]C)=[O:17])=[CH:11][C:10]=3[N:9]3[CH2:20][CH2:21][CH2:22][N:23]4[CH:27]=[CH:26][CH:25]=[C:24]4[C:8]=23)[CH2:6][CH2:5][CH2:4][CH2:3][CH2:2]1.[OH-].[Na+].Cl.O. The yield is 0.850. The catalyst is O1CCCC1.CO. (3) The reactants are [CH3:1][CH:2](O)[CH2:3][CH:4]=[CH2:5].[C:7]1(=[O:17])[NH:11][C:10](=[O:12])[C:9]2=[CH:13][CH:14]=[CH:15][CH:16]=[C:8]12.C1(P(C2C=CC=CC=2)C2C=CC=CC=2)C=CC=CC=1.N(C(OCC)=O)=NC(OCC)=O. The catalyst is C1COCC1.O. The product is [CH2:1]=[CH:2][CH2:3][CH:4]([N:11]1[C:7](=[O:17])[C:8]2=[CH:16][CH:15]=[CH:14][CH:13]=[C:9]2[C:10]1=[O:12])[CH3:5]. The yield is 0.702. (4) The product is [Cl:1][C:2]1[CH:7]=[CH:6][C:5]([O:8][C:9]2[CH:14]=[CH:13][C:12]([CH:15]([S:41][C:38]3[NH:39][CH:40]=[C:35]([CH2:34][C:32]4[CH:31]=[N:30][N:29]([CH3:28])[CH:33]=4)[C:36](=[O:42])[N:37]=3)[CH3:16])=[CH:11][CH:10]=2)=[CH:4][C:3]=1[C:18]([F:21])([F:20])[F:19]. The reactants are [Cl:1][C:2]1[CH:7]=[CH:6][C:5]([O:8][C:9]2[CH:14]=[CH:13][C:12]([CH:15](Cl)[CH3:16])=[CH:11][CH:10]=2)=[CH:4][C:3]=1[C:18]([F:21])([F:20])[F:19].C([O-])([O-])=O.[K+].[K+].[CH3:28][N:29]1[CH:33]=[C:32]([CH2:34][C:35]2[C:36](=[O:42])[NH:37][C:38](=[S:41])[NH:39][CH:40]=2)[CH:31]=[N:30]1. The yield is 0.0558. The catalyst is CN(C=O)C. (5) The reactants are [CH:1](OCC)=[O:2].Cl.[CH3:7][O:8][C:9](=[O:13])[CH2:10][NH:11][CH3:12].C(=O)([O-])[O-].[K+].[K+]. The catalyst is CCO. The product is [CH3:7][O:8][C:9](=[O:13])[CH2:10][N:11]([CH:1]=[O:2])[CH3:12]. The yield is 0.810.